Dataset: Forward reaction prediction with 1.9M reactions from USPTO patents (1976-2016). Task: Predict the product of the given reaction. Given the reactants [N:1]1([C:12]([O:14][C:15]([CH3:18])([CH3:17])[CH3:16])=[O:13])[CH2:6][CH2:5][CH2:4][C@@H:3]([C:7]([O:9]CC)=[O:8])[CH2:2]1.[Li+].[OH-], predict the reaction product. The product is: [C:15]([O:14][C:12]([N:1]1[CH2:6][CH2:5][CH2:4][C@@H:3]([C:7]([OH:9])=[O:8])[CH2:2]1)=[O:13])([CH3:18])([CH3:16])[CH3:17].